From a dataset of Catalyst prediction with 721,799 reactions and 888 catalyst types from USPTO. Predict which catalyst facilitates the given reaction. (1) Reactant: Cl.CO[CH:4]1[CH2:8][CH2:7][CH:6](OC)[O:5]1.Cl.[CH2:12]([NH2:19])[C:13]1[CH:18]=[CH:17][CH:16]=[CH:15][CH:14]=1.O=[C:21]([CH2:26]C(O)=O)[CH2:22]C(O)=O.C([O-])(=O)C.[Na+].[OH-].[Na+]. Product: [CH2:12]([N:19]1[CH:7]2[CH2:6][CH2:26][CH:21]1[CH2:22][C:4](=[O:5])[CH2:8]2)[C:13]1[CH:18]=[CH:17][CH:16]=[CH:15][CH:14]=1. The catalyst class is: 6. (2) Reactant: [C:1]([C@H:3]1[C@H:8]2[CH2:9][C@H:7]2[C@H:6]2[C@H:10]3[C@H:20]([CH2:21][CH2:22][C@:4]12[CH3:5])[C@:18]1([CH3:19])[C:13](=[CH:14][C:15](=[O:23])[CH2:16][CH2:17]1)[CH2:12][CH2:11]3)#[N:2].S(Cl)([Cl:27])(=O)=O.C(=O)([O-])O.[Na+].O. Product: [Cl:27][C:14]1[C:15](=[O:23])[CH2:16][CH2:17][C@@:18]2([CH3:19])[C:13]=1[CH2:12][CH2:11][C@@H:10]1[C@@H:20]2[CH2:21][CH2:22][C@@:4]2([CH3:5])[C@H:6]1[C@@H:7]1[CH2:9][C@@H:8]1[C@@H:3]2[C:1]#[N:2]. The catalyst class is: 300. (3) Reactant: [CH3:1][O:2][C:3]1[CH:8]=[CH:7][C:6]([C:9]2[C:17]([C:18](=O)[CH:19]([CH3:21])[CH3:20])=[C:12]3[CH:13]=[CH:14][CH:15]=[CH:16][N:11]3[N:10]=2)=[CH:5][CH:4]=1.Cl.[NH2:24][OH:25].[OH-].[Na+].Cl. Product: [CH3:1][O:2][C:3]1[CH:8]=[CH:7][C:6]([C:9]2[C:17]([C:18](=[N:24][OH:25])[CH:19]([CH3:21])[CH3:20])=[C:12]3[CH:13]=[CH:14][CH:15]=[CH:16][N:11]3[N:10]=2)=[CH:5][CH:4]=1. The catalyst class is: 88. (4) Reactant: C([Li])CCC.CCCCCC.CCN(C(C)C)C(C)C.[Cl:21][C:22]1[CH:27]=[CH:26][C:25]([N:28]2[CH:36]=[C:35]3[C:30]([CH:31]=[CH:32][CH:33]=[CH:34]3)=[N:29]2)=[CH:24][CH:23]=1.[CH:37]1([CH:43]=[O:44])[CH2:42][CH2:41][CH2:40][CH2:39][CH2:38]1. Product: [Cl:21][C:22]1[CH:27]=[CH:26][C:25]([N:28]2[C:36]([CH:43]([CH:37]3[CH2:42][CH2:41][CH2:40][CH2:39][CH2:38]3)[OH:44])=[C:35]3[C:30]([CH:31]=[CH:32][CH:33]=[CH:34]3)=[N:29]2)=[CH:24][CH:23]=1. The catalyst class is: 1. (5) Reactant: [C:1]([O:9][CH2:10][CH3:11])(=[O:8])[CH2:2][C:3]([O:5][CH2:6][CH3:7])=[O:4].[H-].[Na+].[Br:14][C:15]1[CH:16]=[C:17]([Cl:22])[C:18](Cl)=[N:19][CH:20]=1. Product: [Br:14][C:15]1[CH:16]=[C:17]([Cl:22])[C:18]([CH:2]([C:3]([O:5][CH2:6][CH3:7])=[O:4])[C:1]([O:9][CH2:10][CH3:11])=[O:8])=[N:19][CH:20]=1. The catalyst class is: 3. (6) Reactant: [C:1]1([C@H:7]2[C@@H:11]([C:12]3[CH:17]=[CH:16][CH:15]=[CH:14][CH:13]=3)[NH:10][C:9](=[S:18])[NH:8]2)[CH:6]=[CH:5][CH:4]=[CH:3][CH:2]=1.[CH2:19]([O:26][C:27]1[CH:34]=[CH:33][C:30]([CH2:31][Cl:32])=[CH:29][CH:28]=1)[C:20]1[CH:25]=[CH:24][CH:23]=[CH:22][CH:21]=1. Product: [ClH:32].[CH2:19]([O:26][C:27]1[CH:28]=[CH:29][C:30]([CH2:31][S:18][C:9]2[NH:8][C@H:7]([C:1]3[CH:2]=[CH:3][CH:4]=[CH:5][CH:6]=3)[C@H:11]([C:12]3[CH:13]=[CH:14][CH:15]=[CH:16][CH:17]=3)[N:10]=2)=[CH:33][CH:34]=1)[C:20]1[CH:21]=[CH:22][CH:23]=[CH:24][CH:25]=1. The catalyst class is: 14. (7) Reactant: C([C@@:3]([C:12]([O-:14])=[O:13])([OH:11])[C@@:4](CC)([OH:8])[C:5]([O-:7])=[O:6])C.N1[CH:20]=[CH:19]C=CC=1.[S:21](Cl)(Cl)=[O:22].[O-:25]I(=O)(=O)=O.[Na+].[C:31](#N)[CH3:32]. Product: [O:11]1[C@@H:3]([C:12]([O:14][CH2:31][CH3:32])=[O:13])[C@H:4]([C:5]([O:7][CH2:19][CH3:20])=[O:6])[O:8][S:21]1(=[O:22])=[O:25]. The catalyst class is: 4. (8) Reactant: [CH3:1][O:2][C:3]1[CH:10]=[CH:9][CH:8]=[CH:7][C:4]=1[CH:5]=O.[N+:11]([CH3:14])([O-:13])=[O:12].[OH-].[Na+]. Product: [CH3:1][O:2][C:3]1[CH:10]=[CH:9][CH:8]=[CH:7][C:4]=1[CH:5]=[CH:14][N+:11]([O-:13])=[O:12]. The catalyst class is: 8.